Task: Predict the reaction yield, written as a fraction of the theoretical maximum amount of product (1.0 means a 100% yield; for example, 0.34 means a 34% yield).. Dataset: Reaction yield outcomes from USPTO patents with 853,638 reactions (1) The reactants are [C:1]([O:5][C:6](=[O:35])[NH:7][C:8]1([C:12]2[CH:17]=[CH:16][C:15]([C:18]3[C:23](=[O:24])[C:22]4[CH:25]=[CH:26][CH:27]=[CH:28][C:21]=4[O:20][C:19]=3[C:29]3[CH:34]=[CH:33][CH:32]=[CH:31][CH:30]=3)=[CH:14][CH:13]=2)[CH2:11][CH2:10][CH2:9]1)([CH3:4])([CH3:3])[CH3:2].[NH2:36]C1C=CC2C(=O)C(Br)=C(C3C=CC=CC=3)OC=2C=1. No catalyst specified. The product is [C:1]([O:5][C:6](=[O:35])[NH:7][C:8]1([C:12]2[CH:17]=[CH:16][C:15]([C:18]3[C:23](=[O:24])[C:22]4[CH:25]=[CH:26][C:27]([NH2:36])=[CH:28][C:21]=4[O:20][C:19]=3[C:29]3[CH:30]=[CH:31][CH:32]=[CH:33][CH:34]=3)=[CH:14][CH:13]=2)[CH2:9][CH2:10][CH2:11]1)([CH3:4])([CH3:2])[CH3:3]. The yield is 0.190. (2) The reactants are Cl[CH2:2][CH2:3][O:4][C:5]1[C:13]2[C:8](=[N:9][CH:10]=[N:11][C:12]=2[NH:14][C:15]2[CH:20]=[CH:19][C:18]([O:21][C:22]3[CH:23]=[N:24][C:25]([CH3:28])=[CH:26][CH:27]=3)=[C:17]([Cl:29])[CH:16]=2)[NH:7][N:6]=1.[CH2:30]([N:32]1[CH2:37][CH2:36][NH:35][CH2:34][CH2:33]1)[CH3:31]. No catalyst specified. The product is [Cl:29][C:17]1[CH:16]=[C:15]([NH:14][C:12]2[N:11]=[CH:10][N:9]=[C:8]3[NH:7][N:6]=[C:5]([O:4][CH2:3][CH2:2][N:35]4[CH2:36][CH2:37][N:32]([CH2:30][CH3:31])[CH2:33][CH2:34]4)[C:13]=23)[CH:20]=[CH:19][C:18]=1[O:21][C:22]1[CH:23]=[N:24][C:25]([CH3:28])=[CH:26][CH:27]=1. The yield is 0.700.